From a dataset of Full USPTO retrosynthesis dataset with 1.9M reactions from patents (1976-2016). Predict the reactants needed to synthesize the given product. (1) Given the product [C:15]([N:22]1[CH2:27][CH2:26][N:25]([CH2:3][CH3:5])[CH:24]([C:28]2[CH:33]=[CH:32][CH:31]=[CH:30][CH:29]=2)[CH2:23]1)([O:17][C:18]([CH3:21])([CH3:20])[CH3:19])=[O:16], predict the reactants needed to synthesize it. The reactants are: [BH-](OC(C)=O)(OC(C)=O)O[C:3]([CH3:5])=O.[Na+].[C:15]([N:22]1[CH2:27][CH2:26][NH:25][CH:24]([C:28]2[CH:33]=[CH:32][CH:31]=[CH:30][CH:29]=2)[CH2:23]1)([O:17][C:18]([CH3:21])([CH3:20])[CH3:19])=[O:16].C(=O)C. (2) Given the product [Cl:50][C:49]1[CH:48]=[CH:47][C:46]([CH2:51][N:52]([CH2:53][CH3:54])[C:61]([C:59]2[N:58]=[CH:57][NH:56][CH:60]=2)=[O:63])=[C:45]([F:55])[C:44]=1[O:43][C:41]1[CH:40]=[C:37]([C:38]#[N:39])[CH:36]=[C:35]([Cl:34])[CH:42]=1, predict the reactants needed to synthesize it. The reactants are: CCN(C(C)C)C(C)C.CN(C(ON1N=NC2C=CC=NC1=2)=[N+](C)C)C.F[P-](F)(F)(F)(F)F.[Cl:34][C:35]1[CH:36]=[C:37]([CH:40]=[C:41]([O:43][C:44]2[C:49]([Cl:50])=[CH:48][CH:47]=[C:46]([CH2:51][NH:52][CH2:53][CH3:54])[C:45]=2[F:55])[CH:42]=1)[C:38]#[N:39].[NH:56]1[CH:60]=[C:59]([C:61]([OH:63])=O)[N:58]=[CH:57]1.C([O-])(O)=O.[Na+]. (3) Given the product [F:1][C:2]1[CH:10]=[C:9]2[C:5]([CH:6]=[C:7]([C:11]([CH3:19])([CH3:18])[CH2:12][CH2:13][OH:14])[NH:8]2)=[CH:4][C:3]=1[N+:20]([O-:22])=[O:21], predict the reactants needed to synthesize it. The reactants are: [F:1][C:2]1[CH:10]=[C:9]2[C:5]([CH:6]=[C:7]([C:11]([CH3:19])([CH3:18])[CH2:12][C:13](OCC)=[O:14])[NH:8]2)=[CH:4][C:3]=1[N+:20]([O-:22])=[O:21].CC(C[AlH]CC(C)C)C. (4) Given the product [CH3:24][N:23]([CH3:25])/[C:21](=[N:16]/[C:14]([C:8]1[N:7]=[C:6]2[N:10]([CH2:11][CH2:12][O:13][C:4]3[CH:3]=[C:2]([Br:1])[CH:18]=[CH:17][C:5]=32)[CH:9]=1)=[O:15])/[CH3:22], predict the reactants needed to synthesize it. The reactants are: [Br:1][C:2]1[CH:18]=[CH:17][C:5]2[C:6]3[N:10]([CH2:11][CH2:12][O:13][C:4]=2[CH:3]=1)[CH:9]=[C:8]([C:14]([NH2:16])=[O:15])[N:7]=3.CO[C:21](OC)([N:23]([CH3:25])[CH3:24])[CH3:22]. (5) Given the product [O:24]1[CH:28]=[CH:27][N:26]=[C:25]1[NH:29][C:21]([C:16]1[C:15]([O:14][CH2:13][C@H:9]2[CH2:10][CH2:11][CH2:12][N:8]2[C:6]([O:5][C:1]([CH3:2])([CH3:3])[CH3:4])=[O:7])=[CH:20][CH:19]=[CH:18][N:17]=1)=[O:23], predict the reactants needed to synthesize it. The reactants are: [C:1]([O:5][C:6]([N:8]1[CH2:12][CH2:11][CH2:10][C@@H:9]1[CH2:13][O:14][C:15]1[C:16]([C:21]([OH:23])=O)=[N:17][CH:18]=[CH:19][CH:20]=1)=[O:7])([CH3:4])([CH3:3])[CH3:2].[O:24]1[CH:28]=[CH:27][N:26]=[C:25]1[NH2:29].[Cl-].[NH4+]. (6) Given the product [NH:22]([C:47]([O:49][C:50]([CH3:51])([CH3:53])[CH3:52])=[O:48])[C@H:23]([C:39]([NH:41][C@H:42]([C:44]([NH:1][C@H:2]([C:13]([NH:15][C:16]1[CH:21]=[CH:20][CH:19]=[CH:18][CH:17]=1)=[O:14])[CH2:3][C:4]1[C:12]2[C:7](=[CH:8][CH:9]=[CH:10][CH:11]=2)[NH:6][CH:5]=1)=[O:45])[CH3:43])=[O:40])[CH2:24][C:25]1[CH:30]=[CH:29][C:28]([O:31][CH2:32][C:33]2[CH:38]=[CH:37][CH:36]=[CH:35][CH:34]=2)=[CH:27][CH:26]=1, predict the reactants needed to synthesize it. The reactants are: [NH2:1][C@H:2]([C:13]([NH:15][C:16]1[CH:21]=[CH:20][CH:19]=[CH:18][CH:17]=1)=[O:14])[CH2:3][C:4]1[C:12]2[C:7](=[CH:8][CH:9]=[CH:10][CH:11]=2)[NH:6][CH:5]=1.[NH:22]([C:47]([O:49][C:50]([CH3:53])([CH3:52])[CH3:51])=[O:48])[C@H:23]([C:39]([NH:41][C@H:42]([C:44](O)=[O:45])[CH3:43])=[O:40])[CH2:24][C:25]1[CH:30]=[CH:29][C:28]([O:31][CH2:32][C:33]2[CH:38]=[CH:37][CH:36]=[CH:35][CH:34]=2)=[CH:27][CH:26]=1.C(Cl)CCl.C1C=CC2N(O)N=NC=2C=1. (7) Given the product [ClH:37].[Cl:37][C:34]1[CH:35]=[CH:36][C:31]([NH:30][C:28]([NH:27][C:24]2[CH:25]=[CH:26][C:21]([N:16]3[C:17]4[C:13](=[C:12]([O:11][CH2:10][CH2:9][NH:7][CH3:6])[CH:20]=[CH:19][CH:18]=4)[CH:14]=[CH:15]3)=[CH:22][CH:23]=2)=[O:29])=[CH:32][C:33]=1[C:38]([F:41])([F:39])[F:40], predict the reactants needed to synthesize it. The reactants are: C(O[C:6](=O)[N:7]([CH2:9][CH2:10][O:11][C:12]1[CH:20]=[CH:19][CH:18]=[C:17]2[C:13]=1[CH:14]=[CH:15][N:16]2[C:21]1[CH:26]=[CH:25][C:24]([NH:27][C:28]([NH:30][C:31]2[CH:36]=[CH:35][C:34]([Cl:37])=[C:33]([C:38]([F:41])([F:40])[F:39])[CH:32]=2)=[O:29])=[CH:23][CH:22]=1)C)(C)(C)C. (8) Given the product [Cl:21][C:5]1[C:6]([NH:8][C:9]2[CH:14]=[CH:13][CH:12]=[CH:11][C:10]=2[S:15]([CH:18]([CH3:20])[CH3:19])(=[O:17])=[O:16])=[N:7][C:2]([NH:22][C:23]2[C:36]([O:37][CH3:38])=[CH:35][C:26]3[CH2:27][CH2:28][N:29]([CH2:32][CH2:33][OH:34])[CH2:30][CH2:31][C:25]=3[CH:24]=2)=[N:3][CH:4]=1, predict the reactants needed to synthesize it. The reactants are: Cl[C:2]1[N:7]=[C:6]([NH:8][C:9]2[CH:14]=[CH:13][CH:12]=[CH:11][C:10]=2[S:15]([CH:18]([CH3:20])[CH3:19])(=[O:17])=[O:16])[C:5]([Cl:21])=[CH:4][N:3]=1.[NH2:22][C:23]1[C:36]([O:37][CH3:38])=[CH:35][C:26]2[CH2:27][CH2:28][N:29]([CH2:32][CH2:33][OH:34])[CH2:30][CH2:31][C:25]=2[CH:24]=1.